The task is: Predict which catalyst facilitates the given reaction.. This data is from Catalyst prediction with 721,799 reactions and 888 catalyst types from USPTO. Reactant: [NH2:1][C:2]1[N:7]=[CH:6][N:5]=[C:4]2[N:8]([CH:12]3[CH2:17][CH2:16][CH2:15][N:14](C(OC(C)(C)C)=O)[CH2:13]3)[N:9]=[C:10]([I:11])[C:3]=12.[ClH:25]. Product: [ClH:25].[ClH:25].[I:11][C:10]1[C:3]2[C:4](=[N:5][CH:6]=[N:7][C:2]=2[NH2:1])[N:8]([CH:12]2[CH2:17][CH2:16][CH2:15][NH:14][CH2:13]2)[N:9]=1. The catalyst class is: 21.